This data is from TCR-epitope binding with 47,182 pairs between 192 epitopes and 23,139 TCRs. The task is: Binary Classification. Given a T-cell receptor sequence (or CDR3 region) and an epitope sequence, predict whether binding occurs between them. The epitope is LLLGIGILV. The TCR CDR3 sequence is CASSEFGRTNEKLFF. Result: 0 (the TCR does not bind to the epitope).